From a dataset of Forward reaction prediction with 1.9M reactions from USPTO patents (1976-2016). Predict the product of the given reaction. (1) Given the reactants [CH:1]([C:4]1[CH:8]=[CH:7][N:6]([CH2:9]O)[N:5]=1)([CH3:3])[CH3:2].S(Cl)([Cl:13])=O, predict the reaction product. The product is: [ClH:13].[CH:1]([C:4]1[CH:8]=[CH:7][N:6]([CH2:9][Cl:13])[N:5]=1)([CH3:3])[CH3:2]. (2) Given the reactants [OH-].[Na+].[F:3][C:4]1[CH:5]=[C:6]2[C:10](=[CH:11][CH:12]=1)[N:9]([CH2:13][C:14]1[CH:19]=[CH:18][CH:17]=[C:16]([F:20])[CH:15]=1)[C:8]([C:21]([O:23]CC)=[O:22])=[CH:7]2, predict the reaction product. The product is: [F:3][C:4]1[CH:5]=[C:6]2[C:10](=[CH:11][CH:12]=1)[N:9]([CH2:13][C:14]1[CH:19]=[CH:18][CH:17]=[C:16]([F:20])[CH:15]=1)[C:8]([C:21]([OH:23])=[O:22])=[CH:7]2. (3) The product is: [CH2:23]1[C:26]2([CH2:29][N:28]([C:12]3([C:2]#[N:1])[CH2:15][CH2:14][CH2:13]3)[CH2:27]2)[CH2:25][O:24]1. Given the reactants [N:1]1(C2(C#N)COC2)CCC[CH2:2]1.[C:12]1(=O)[CH2:15][CH2:14][CH2:13]1.C(O)(=O)C(O)=O.[CH2:23]1[C:26]2([CH2:29][NH:28][CH2:27]2)[CH2:25][O:24]1, predict the reaction product. (4) The product is: [CH3:16][C:14]([C:11]1[CH:12]=[CH:13][C:8]([OH:7])=[CH:9][CH:10]=1)([C:17]1[CH:18]=[CH:19][C:20]([OH:23])=[CH:21][CH:22]=1)[CH3:15].[C:1]([OH:2])([OH:7])=[O:5].[Cl-:3].[Na+:6]. Given the reactants [C:1](Cl)([Cl:3])=[O:2].[OH-:5].[Na+:6].[OH:7][C:8]1[CH:13]=[CH:12][C:11]([C:14]([C:17]2[CH:22]=[CH:21][C:20]([OH:23])=[CH:19][CH:18]=2)([CH3:16])[CH3:15])=[CH:10][CH:9]=1, predict the reaction product. (5) Given the reactants Br[C:2]1[N:6]2[N:7]=[C:8]([C:11]3[CH:19]=[CH:18][C:14]([C:15]([NH2:17])=[O:16])=[CH:13][CH:12]=3)[CH:9]=[CH:10][C:5]2=[N:4][CH:3]=1.[C:20]([O:24][C:25](=[O:48])[NH:26][CH2:27][CH2:28][CH2:29][O:30][C:31]1[CH:36]=[CH:35][C:34](B2OC(C)(C)C(C)(C)O2)=[CH:33][C:32]=1[O:46][CH3:47])([CH3:23])([CH3:22])[CH3:21], predict the reaction product. The product is: [C:20]([O:24][C:25](=[O:48])[NH:26][CH2:27][CH2:28][CH2:29][O:30][C:31]1[CH:36]=[CH:35][C:34]([C:2]2[N:6]3[N:7]=[C:8]([C:11]4[CH:19]=[CH:18][C:14]([C:15](=[O:16])[NH2:17])=[CH:13][CH:12]=4)[CH:9]=[CH:10][C:5]3=[N:4][CH:3]=2)=[CH:33][C:32]=1[O:46][CH3:47])([CH3:22])([CH3:23])[CH3:21].